Dataset: Reaction yield outcomes from USPTO patents with 853,638 reactions. Task: Predict the reaction yield, written as a fraction of the theoretical maximum amount of product (1.0 means a 100% yield; for example, 0.34 means a 34% yield). (1) The reactants are Br[C:2]1[C:6]2[CH2:7][N:8]([C:11](=[O:13])[CH3:12])[CH2:9][CH2:10][C:5]=2[N:4]([CH:14]2[CH2:19][CH2:18][O:17][CH2:16][CH2:15]2)[N:3]=1.[NH:20]1[C:29]2[C:24](=[CH:25][CH:26]=[CH:27][CH:28]=2)[CH2:23][CH2:22][CH2:21]1.C1(P(C2CCCCC2)C2C=CC=CC=2C2C(OC(C)C)=CC=CC=2OC(C)C)CCCCC1.C(O[Na])(C)(C)C. The catalyst is O1CCOCC1. The product is [N:20]1([C:2]2[C:6]3[CH2:7][N:8]([C:11](=[O:13])[CH3:12])[CH2:9][CH2:10][C:5]=3[N:4]([CH:14]3[CH2:19][CH2:18][O:17][CH2:16][CH2:15]3)[N:3]=2)[C:29]2[C:24](=[CH:25][CH:26]=[CH:27][CH:28]=2)[CH2:23][CH2:22][CH2:21]1. The yield is 0.730. (2) The reactants are [C:1]([N:5]1[CH:9]=[C:8]([NH:10][C:11]([NH:13][C:14]2[CH:19]=[C:18]([N:20]3[CH2:29][C:28]4[C:23](=[N:24][C:25](SC)=[N:26][CH:27]=4)[N:22]([CH3:32])[C:21]3=[O:33])[C:17]([Cl:34])=[CH:16][C:15]=2[F:35])=[O:12])[CH:7]=[N:6]1)([CH3:4])([CH3:3])[CH3:2].C1C=C(Cl)C=C(C(OO)=O)C=1.[CH3:47][NH2:48]. No catalyst specified. The product is [C:1]([N:5]1[CH:9]=[C:8]([NH:10][C:11]([NH:13][C:14]2[CH:19]=[C:18]([N:20]3[CH2:29][C:28]4[C:23](=[N:24][C:25]([NH:48][CH3:47])=[N:26][CH:27]=4)[N:22]([CH3:32])[C:21]3=[O:33])[C:17]([Cl:34])=[CH:16][C:15]=2[F:35])=[O:12])[CH:7]=[N:6]1)([CH3:4])([CH3:3])[CH3:2]. The yield is 0.730. (3) The reactants are [Cl:1][C:2]1[CH:7]=[CH:6][CH:5]=[C:4]([N+:8]([O-:10])=[O:9])[C:3]=1Cl.[C:12]([O:16][C:17]([N:19]1[CH2:24][CH2:23][NH:22][CH2:21][CH2:20]1)=[O:18])([CH3:15])([CH3:14])[CH3:13].C([O-])([O-])=O.[K+].[K+]. The catalyst is C(#N)C. The product is [C:12]([O:16][C:17]([N:19]1[CH2:24][CH2:23][N:22]([C:3]2[C:4]([N+:8]([O-:10])=[O:9])=[CH:5][CH:6]=[CH:7][C:2]=2[Cl:1])[CH2:21][CH2:20]1)=[O:18])([CH3:15])([CH3:13])[CH3:14]. The yield is 0.700. (4) The reactants are [Br:1][C:2]1[CH:3]=[C:4]([CH2:8][NH:9][CH3:10])[CH:5]=[N:6][CH:7]=1.[C:11](Cl)(=[O:18])[C:12]1[CH:17]=[CH:16][CH:15]=[CH:14][CH:13]=1. No catalyst specified. The product is [Br:1][C:2]1[CH:3]=[C:4]([CH2:8][N:9]([CH3:10])[C:11](=[O:18])[C:12]2[CH:17]=[CH:16][CH:15]=[CH:14][CH:13]=2)[CH:5]=[N:6][CH:7]=1. The yield is 0.900. (5) The reactants are [S:1]1[CH:5]=[CH:4][CH:3]=[CH:2]1.C([Li])CCC.[N:11]1[O:12][CH2:13][CH:14]2[CH2:18][N:17]([C:19]([O:21][CH2:22][C:23]3[CH:28]=[CH:27][CH:26]=[CH:25][CH:24]=3)=[O:20])[CH2:16][C:15]=12. The catalyst is O1CCCC1. The product is [S:1]1[CH:5]=[CH:4][CH:3]=[C:2]1[C:15]12[CH2:16][N:17]([C:19]([O:21][CH2:22][C:23]3[CH:28]=[CH:27][CH:26]=[CH:25][CH:24]=3)=[O:20])[CH2:18][CH:14]1[CH2:13][O:12][NH:11]2. The yield is 0.650. (6) The reactants are C[O:2][C:3]([C:5]1[S:9][C:8]([N:10]2[C:14]3[CH:15]=[C:16]([O:21][CH3:22])[C:17]([O:19][CH3:20])=[CH:18][C:13]=3[N:12]=[CH:11]2)=[N:7][C:6]=1Br)=[O:4].[F:24][C:25]1[CH:26]=[C:27](B(O)O)[CH:28]=[CH:29][CH:30]=1. No catalyst specified. The product is [CH3:20][O:19][C:17]1[C:16]([O:21][CH3:22])=[CH:15][C:14]2[N:10]([C:8]3[S:9][C:5]([C:3]([OH:2])=[O:4])=[C:6]([C:29]4[CH:28]=[CH:27][CH:26]=[C:25]([F:24])[CH:30]=4)[N:7]=3)[CH:11]=[N:12][C:13]=2[CH:18]=1. The yield is 0.200. (7) The reactants are O[CH2:2][C:3](=[CH2:9])[C:4]([O:6][CH2:7][CH3:8])=[O:5].CCN(S(F)(F)[F:16])CC.C([O-])(O)=O.[Na+].C(OCC)(=O)C. The catalyst is C(Cl)Cl. The product is [F:16][CH2:2][C:3](=[CH2:9])[C:4]([O:6][CH2:7][CH3:8])=[O:5]. The yield is 0.560. (8) The reactants are CC(OC([NH:8][C@@H:9]([CH2:14][CH2:15][C:16](=O)[C:17]1[CH:22]=[CH:21][C:20]([O:23][CH2:24][C:25]2[CH:30]=[CH:29][CH:28]=[CH:27][CH:26]=2)=[CH:19][CH:18]=1)[C:10]([O:12][CH3:13])=[O:11])=O)(C)C.FC(F)(F)C(O)=O. The catalyst is C(Cl)Cl. The product is [C:25]1([CH2:24][O:23][C:20]2[CH:21]=[CH:22][C:17]([C:16]3[CH2:15][CH2:14][C@@H:9]([C:10]([O:12][CH3:13])=[O:11])[N:8]=3)=[CH:18][CH:19]=2)[CH:30]=[CH:29][CH:28]=[CH:27][CH:26]=1. The yield is 0.910. (9) The reactants are [C:1]1([CH:7]([C:19]2[CH:24]=[CH:23][CH:22]=[CH:21][CH:20]=2)[N:8]2[CH2:11][C:10]([O:14][Si](C)(C)C)([C:12]#[N:13])[CH2:9]2)[CH:6]=[CH:5][CH:4]=[CH:3][CH:2]=1.S(=O)(=O)(O)[OH:26].[OH-].[NH4+]. The catalyst is ClCCl. The product is [C:1]1([CH:7]([C:19]2[CH:24]=[CH:23][CH:22]=[CH:21][CH:20]=2)[N:8]2[CH2:11][C:10]([OH:14])([C:12]([NH2:13])=[O:26])[CH2:9]2)[CH:6]=[CH:5][CH:4]=[CH:3][CH:2]=1. The yield is 0.760.